This data is from Peptide-MHC class I binding affinity with 185,985 pairs from IEDB/IMGT. The task is: Regression. Given a peptide amino acid sequence and an MHC pseudo amino acid sequence, predict their binding affinity value. This is MHC class I binding data. The peptide sequence is EKDSNHNVL. The MHC is HLA-A69:01 with pseudo-sequence HLA-A69:01. The binding affinity (normalized) is 0.0847.